This data is from Experimentally validated miRNA-target interactions with 360,000+ pairs, plus equal number of negative samples. The task is: Binary Classification. Given a miRNA mature sequence and a target amino acid sequence, predict their likelihood of interaction. (1) The miRNA is mmu-miR-3081-3p with sequence UUGCGCUCCGAUCUCUGAGCUGG. The protein sequence of the target gene is MSLCEDMLLCNYRKCRIKLSGYAWVTACSHIFCDQHGSGEFSRSPAICPACNSTLSGKLDIVRTELSPSEEYKAMVLAGLRPEVVLDISSRALAFWTYQVHQERLYQEYNFSKAENHLKQMEKMYMQQIQSKNIELTSMKGEVISMKKVLEEYKKKFSDISEKLMERNRQYQKLQGLYDSLRLRNITIASQEGSLEPGMIPQSGVFGFPPGNNSKFSLDHIPVGNQGGGDEDVQFRPFFVCSPTAPEPINNFFSFASPSHEAEQQVCSRAFKAKRI. Result: 0 (no interaction). (2) The miRNA is rno-let-7a-5p with sequence UGAGGUAGUAGGUUGUAUAGUU. The protein sequence of the target gene is MAPLPGAELVQTPLQLYRYLLRCCRQLPTKGIQEHYKHAVRQSFQVHSDEDNSERIQQIIKRAIEDADWIMNKYRKQN. Result: 0 (no interaction). (3) The miRNA is hsa-miR-548l with sequence AAAAGUAUUUGCGGGUUUUGUC. The protein sequence of the target gene is MTQFLPPNLLALFAPRDPIPYLPPLEKLPHEKHHNQPYCGIAPYIREFEDPRDAPPPTRAETREERMERKRREKIERRQQEVETELKMWDPHNDPNAQGDAFKTLFVARVNYDTTESKLRREFEVYGPIKRIHMVYSKRSGKPRGYAFIEYEHERDMHSAYKHADGKKIDGRRVLVDVERGRTVKGWRPRRLGGGLGGTRRGGADVNIRHSGRDDTSRYDERPGPSPLPHRDRDRDRERERRERSRERDKERERRRSRSRDRRRRSRSRDKDERRRSRERSKDKDRDRKRRSSRSRERAR.... Result: 0 (no interaction). (4) The miRNA is hsa-miR-4435 with sequence AUGGCCAGAGCUCACACAGAGG. The protein sequence of the target gene is MTTILTSTFRNLSTTSKWALRSSIRPLSCSSQLHSAPAVQTKSKKTLAKPNMKNIVVVEGVRIPFLLSGTSYKDLMPHDLARAALSGLLHRTNIPKDVVDYIIFGTVIQEVKTSNVAREAALGAGFSDKTPAHTVTMACISSNQAMTTAVGLIASGQCDVVVAGGVELMSDVPIRHSRNMRKMMLDLNKAKTLGQRLSLLSKFRLNFLSPELPAVAEFSTNETMGHSADRLAAAFAVSRMEQDEYALRSHSLAKKAQDEGHLSDIVPFKVPGKDTVTKDNGIRPSSLEQMAKLKPAFIKP.... Result: 0 (no interaction). (5) The miRNA is mmu-miR-3085-3p with sequence UCUGGCUGCUAUGGCCCCCUC. The protein sequence of the target gene is MSAGGAVPPPPNPAVSFPAPRVTLPAGPDILRTYSGAFVCLEIVLGGLVWILVASSNVPLPLLQGWVMFVSVTAFFFSLLFLGLFLSGMVTQIDANWNFLDFVYHFIVFVFYFGAFLLEAAATSLHDLQCNTTMTVKPLLNDNQYNINVAATVFAFMTTACYGCSLGLALRRWRP. Result: 0 (no interaction). (6) The miRNA is mmu-miR-5128 with sequence CAAUUGGGGCUGGCGAGAUGGCU. The protein sequence of the target gene is MGTSSTDSQQAGHRRCSTSNTSAENLTCLSLPGSPGKTAPLPGPAQAGAGQPLPKGCAAVKAEVGIPAPHTSQEVRIHIRRLLSWAAPGACGLRSTPCALPQALPQARPCPGRWFFPGCSLPTGGAQTILSLWTWRHFLNWALQQREENSGRARRVPPVPRTAPVSKGEGSHPPQNSNGEKVKTITPDVGLHQSLTSDPTVAVLRAKRAPEAHPPRSCSGSLTARVCHMGVCQGQGDTEDGRMTLMG. Result: 0 (no interaction). (7) The miRNA is hsa-miR-548d-3p with sequence CAAAAACCACAGUUUCUUUUGC. The protein sequence of the target gene is MDRSLRNVLVVSFGFLLLFTAYGGLQSLQSSLYSEEGLGVTALSTLYGGMLLSSMFLPPLLIERLGCKGTIILSMCGYVAFSVGNFFASWYTLIPTSILLGLGAAPLWSAQCTYLTITGNTHAEKAGKRGKDMVNQYFGIFFLIFQSSGVWGNLISSLVFGQTPSQETLPEEQLTSCGASDCLMATTTTNSTQRPSQQLVYTLLGIYTGSGVLAVLMIAAFLQPIRDVQRESEGEKKSVPFWSTLLSTFKLYRDKRLCLLILLPLYSGLQQGFLSSEYTRSYVTCTLGIQFVGYVMICFS.... Result: 1 (interaction). (8) The miRNA is hsa-miR-147a with sequence GUGUGUGGAAAUGCUUCUGC. The protein sequence of the target gene is MATSASSHLNKGIKQMYMSLPQGEKVQAMYIWVDGTGEGLRCKTRTLDCEPKCVEELPEWNFDGSSTFQSEGSNSDMYLHPVAMFRDPFRKDPNKLVLCEVFKYNRKPAETNLRHICKRIMDMVSNQHPWFGMEQEYTLMGTDGHPFGWPSNGFPGPQGPYYCGVGADKAYGRDIVEAHYRACLYAGVKITGTNAEVMPAQWEFQIGPCEGIRMGDHLWIARFILHRVCEDFGVIATFDPKPIPGNWNGAGCHTNFSTKAMREENGLKCIEEAIDKLSKRHQYHIRAYDPKGGLDNARRL.... Result: 0 (no interaction).